This data is from Peptide-MHC class I binding affinity with 185,985 pairs from IEDB/IMGT. The task is: Regression. Given a peptide amino acid sequence and an MHC pseudo amino acid sequence, predict their binding affinity value. This is MHC class I binding data. (1) The peptide sequence is AFNDDGIYIR. The MHC is HLA-A31:01 with pseudo-sequence HLA-A31:01. The binding affinity (normalized) is 0.406. (2) The peptide sequence is ETACLGKAY. The MHC is HLA-A29:02 with pseudo-sequence HLA-A29:02. The binding affinity (normalized) is 0.547. (3) The peptide sequence is SLTIPSFYT. The binding affinity (normalized) is 0.0847. The MHC is HLA-A02:19 with pseudo-sequence HLA-A02:19. (4) The peptide sequence is MPIAAAIGT. The MHC is HLA-B18:01 with pseudo-sequence HLA-B18:01. The binding affinity (normalized) is 0.0847. (5) The peptide sequence is VYNFATCGI. The MHC is HLA-B07:02 with pseudo-sequence HLA-B07:02. The binding affinity (normalized) is 0. (6) The peptide sequence is EKLKKKSAF. The MHC is BoLA-D18.4 with pseudo-sequence BoLA-D18.4. The binding affinity (normalized) is 0.345.